Predict the product of the given reaction. From a dataset of Forward reaction prediction with 1.9M reactions from USPTO patents (1976-2016). (1) Given the reactants [NH3:1].[CH2:2]1[C:10]2[C:5](=[CH:6][CH:7]=[CH:8][CH:9]=2)[CH2:4][CH:3]1[N:11]1[C:15]([CH2:16]O)=[CH:14][N:13]=[CH:12]1.[O-]S([O-])(=O)=O.[Mg+2], predict the reaction product. The product is: [CH2:2]1[C:10]2[C:5](=[CH:6][CH:7]=[CH:8][CH:9]=2)[CH2:4][CH:3]1[N:11]1[C:15]([C:16]#[N:1])=[CH:14][N:13]=[CH:12]1. (2) Given the reactants C(OC([N:8]1[CH2:13][CH2:12][CH:11]([NH:14][C:15]2[CH:20]=[CH:19][C:18]([S:21](=[O:32])(=[O:31])[N:22]([CH2:24][C:25]3[CH:30]=[CH:29][CH:28]=[CH:27][CH:26]=3)[CH3:23])=[CH:17][CH:16]=2)[CH2:10][CH2:9]1)=O)(C)(C)C.Br[CH2:34][C:35]1[CH:40]=[CH:39][CH:38]=[C:37]([C:41]#[N:42])[CH:36]=1, predict the reaction product. The product is: [CH2:24]([N:22]([CH3:23])[S:21]([C:18]1[CH:17]=[CH:16][C:15]([N:14]([CH2:34][C:35]2[CH:40]=[CH:39][CH:38]=[C:37]([C:41]#[N:42])[CH:36]=2)[CH:11]2[CH2:12][CH2:13][NH:8][CH2:9][CH2:10]2)=[CH:20][CH:19]=1)(=[O:31])=[O:32])[C:25]1[CH:26]=[CH:27][CH:28]=[CH:29][CH:30]=1.